This data is from Catalyst prediction with 721,799 reactions and 888 catalyst types from USPTO. The task is: Predict which catalyst facilitates the given reaction. Reactant: [Cl:1][C:2]1[CH:12]=[CH:11][CH:10]=[C:9]([Si:13]([CH3:16])([CH3:15])[CH3:14])[C:3]=1[C:4]([NH:6][CH2:7][CH3:8])=[O:5].C[Si]([N-][Si](C)(C)C)(C)C.[Na+].Cl[CH2:28][S:29][CH3:30]. Product: [Cl:1][C:2]1[CH:12]=[CH:11][CH:10]=[C:9]([Si:13]([CH3:15])([CH3:14])[CH3:16])[C:3]=1[C:4]([N:6]([CH2:7][CH3:8])[CH2:28][S:29][CH3:30])=[O:5]. The catalyst class is: 1.